From a dataset of Peptide-MHC class I binding affinity with 185,985 pairs from IEDB/IMGT. Regression. Given a peptide amino acid sequence and an MHC pseudo amino acid sequence, predict their binding affinity value. This is MHC class I binding data. (1) The MHC is HLA-A02:03 with pseudo-sequence HLA-A02:03. The peptide sequence is KLYIALCKVT. The binding affinity (normalized) is 0.405. (2) The peptide sequence is QPEWFRNVL. The MHC is HLA-B15:01 with pseudo-sequence HLA-B15:01. The binding affinity (normalized) is 0.0847. (3) The peptide sequence is WLGNIIMYA. The MHC is HLA-A02:01 with pseudo-sequence HLA-A02:01. The binding affinity (normalized) is 0.736.